This data is from Full USPTO retrosynthesis dataset with 1.9M reactions from patents (1976-2016). The task is: Predict the reactants needed to synthesize the given product. (1) Given the product [F:1][C:2]1[CH:3]=[CH:4][C:5]([N:8]2[C:16]3[C:11](=[CH:12][C:13]([CH:17]([C:24]4[CH:25]=[CH:26][CH:27]=[CH:28][CH:29]=4)[C:18]([CH3:23])([CH3:22])[C:19](=[O:21])[CH3:20])=[CH:14][CH:15]=3)[CH:10]=[N:9]2)=[CH:6][CH:7]=1, predict the reactants needed to synthesize it. The reactants are: [F:1][C:2]1[CH:7]=[CH:6][C:5]([N:8]2[C:16]3[C:11](=[CH:12][C:13]([CH:17]([C:24]4[CH:29]=[CH:28][CH:27]=[CH:26][CH:25]=4)[C:18]([CH3:23])([CH3:22])[CH:19]([OH:21])[CH3:20])=[CH:14][CH:15]=3)[CH:10]=[N:9]2)=[CH:4][CH:3]=1.CC(OI1(OC(C)=O)(OC(C)=O)OC(=O)C2C=CC=CC1=2)=O. (2) Given the product [CH:29]([N:32]([CH:36]([CH3:38])[CH3:37])[CH2:33][CH2:34][O:35][C:6]([C:8]1[CH:9]=[C:10]([C:18]2[N:19]=[C:20]([C:23]3[CH:28]=[CH:27][N:26]=[CH:25][CH:24]=3)[S:21][CH:22]=2)[C:11](=[O:17])[NH:12][C:13]=1[CH:14]([CH3:16])[CH3:15])=[O:7])([CH3:31])[CH3:30], predict the reactants needed to synthesize it. The reactants are: N1([C:6]([C:8]2[CH:9]=[C:10]([C:18]3[N:19]=[C:20]([C:23]4[CH:28]=[CH:27][N:26]=[CH:25][CH:24]=4)[S:21][CH:22]=3)[C:11](=[O:17])[NH:12][C:13]=2[CH:14]([CH3:16])[CH3:15])=[O:7])C=CN=C1.[CH:29]([N:32]([CH:36]([CH3:38])[CH3:37])[CH2:33][CH2:34][OH:35])([CH3:31])[CH3:30]. (3) Given the product [C:2]([C:4]1[CH:5]=[C:6]2[C:11](=[CH:12][CH:13]=1)[C:10]([CH:14]1[CH2:19][CH2:18][N:17]([C:20]([O:22][C:23]([CH3:26])([CH3:25])[CH3:24])=[O:21])[CH2:16][CH2:15]1)=[CH:9][CH:8]=[CH:7]2)#[N:1], predict the reactants needed to synthesize it. The reactants are: [NH2:1][C:2]([C:4]1[CH:5]=[C:6]2[C:11](=[CH:12][CH:13]=1)[C:10]([CH:14]1[CH2:19][CH2:18][N:17]([C:20]([O:22][C:23]([CH3:26])([CH3:25])[CH3:24])=[O:21])[CH2:16][CH2:15]1)=[CH:9][CH:8]=[CH:7]2)=O.CS(Cl)(=O)=O.O. (4) Given the product [CH2:2]([N:4]([CH2:8][CH3:9])[CH2:5][CH2:6][O:10][C:11]1[CH:12]=[CH:13][C:14]([C:17](=[O:21])[CH2:18][CH2:19][CH3:20])=[CH:15][CH:16]=1)[CH3:3], predict the reactants needed to synthesize it. The reactants are: Cl.[CH2:2]([N:4]([CH2:8][CH3:9])[CH2:5][CH2:6]Cl)[CH3:3].[OH:10][C:11]1[CH:16]=[CH:15][C:14]([C:17](=[O:21])[CH2:18][CH2:19][CH3:20])=[CH:13][CH:12]=1.C(=O)([O-])[O-].[K+].[K+].